Task: Binary Classification. Given a drug SMILES string, predict its activity (active/inactive) in a high-throughput screening assay against a specified biological target.. Dataset: HIV replication inhibition screening data with 41,000+ compounds from the AIDS Antiviral Screen (1) The molecule is O=P(O)(O)CN1CCN(CP(=O)(O)O)CCN(CP(=O)(O)O)CCN(CP(=O)(O)O)CC1. The result is 0 (inactive). (2) The molecule is CCOC(=O)c1c(NC(=S)NCc2ccccc2)sc2c1CCN(C)C2. The result is 0 (inactive). (3) The compound is CCCc1ccc(N=Cc2cc(OC)c(OC)c(OC)c2)cc1. The result is 0 (inactive). (4) The compound is O=C1c2ccccc2C2(O)Nc3cc(O)ccc3C12O. The result is 0 (inactive). (5) The molecule is CO[IH2]1NC(=O)c2ccccc21. The result is 1 (active). (6) The drug is COc1cc2c3c(c1)[nH]c(=S)n3C(=O)C(C)S2. The result is 0 (inactive). (7) The molecule is Cc1ccc(N2C(=O)C(=C3Sc4c(O)nc(C)nc4N3c3ccccc3)SC2=S)cc1. The result is 0 (inactive).